Dataset: Forward reaction prediction with 1.9M reactions from USPTO patents (1976-2016). Task: Predict the product of the given reaction. (1) Given the reactants [Na].CO[CH:4](OC)[C:5]([C:8]([O:10][CH3:11])=[O:9])=[CH:6]O.[NH:14]([C:16]1[N:17]=[C:18]([NH2:34])[C:19]2[N:20]=[CH:21][N:22]([C:32]=2[N:33]=1)[C@@H:23]1[O:31][C@H:28]([CH2:29][OH:30])[C@@H:26]([OH:27])[C@H:24]1[OH:25])[NH2:15], predict the reaction product. The product is: [CH3:11][O:10][C:8]([C:5]1[CH:4]=[N:15][N:14]([C:16]2[N:17]=[C:18]([NH2:34])[C:19]3[N:20]=[CH:21][N:22]([C:32]=3[N:33]=2)[C@@H:23]2[O:31][C@H:28]([CH2:29][OH:30])[C@@H:26]([OH:27])[C@H:24]2[OH:25])[CH:6]=1)=[O:9]. (2) Given the reactants Cl[CH2:2][C:3]1[N:4]=[C:5]2[S:12][CH:11]=[C:10]([CH3:13])[N:6]2[C:7](=[O:9])[CH:8]=1.ClCC1N(C)N=C(C)N=1.[Cl:23][C:24]1[CH:25]=[C:26]([CH2:35][CH2:36][C:37]2([CH:45]3[CH2:49][CH2:48][CH2:47][CH2:46]3)[O:42][C:41](=[O:43])[CH2:40][C:39](=[O:44])[CH2:38]2)[CH:27]=[CH:28][C:29]=1[O:30][CH2:31][CH:32]1[CH2:34][CH2:33]1, predict the reaction product. The product is: [Cl:23][C:24]1[CH:25]=[C:26]([CH2:35][CH2:36][C:37]2([CH:45]3[CH2:49][CH2:48][CH2:47][CH2:46]3)[O:42][C:41](=[O:43])[C:40]([CH2:2][C:3]3[N:4]=[C:5]4[S:12][CH:11]=[C:10]([CH3:13])[N:6]4[C:7](=[O:9])[CH:8]=3)=[C:39]([OH:44])[CH2:38]2)[CH:27]=[CH:28][C:29]=1[O:30][CH2:31][CH:32]1[CH2:34][CH2:33]1. (3) Given the reactants Br[C:2]1[N:6]=[C:5]([N:7]2[CH2:12][CH2:11][N:10]([CH2:13][CH2:14][C:15]3[CH:20]=[CH:19][C:18]([O:21][CH3:22])=[CH:17][CH:16]=3)[CH2:9][CH2:8]2)[S:4][N:3]=1.Cl.[F:24][C:25]1([F:31])[CH2:30][CH2:29][NH:28][CH2:27][CH2:26]1.CCN(C(C)C)C(C)C, predict the reaction product. The product is: [F:24][C:25]1([F:31])[CH2:30][CH2:29][N:28]([C:2]2[N:6]=[C:5]([N:7]3[CH2:12][CH2:11][N:10]([CH2:13][CH2:14][C:15]4[CH:20]=[CH:19][C:18]([O:21][CH3:22])=[CH:17][CH:16]=4)[CH2:9][CH2:8]3)[S:4][N:3]=2)[CH2:27][CH2:26]1. (4) The product is: [C:1](=[O:2])([O-:4])[O-:3].[C:1](=[O:2])([OH:4])[O-:3].[Ca+2:7].[C:1](=[O:2])([OH:4])[O-:3]. Given the reactants [C:1](=[O:4])([O-:3])[O-:2].[OH-].[Mg].[Ca:7], predict the reaction product. (5) The product is: [C:29]([O:28][C:25](=[O:27])[CH2:26][C:3](=[O:24])[C:4]1[CH:9]=[CH:8][CH:7]=[C:6]([C:10]2[CH:15]=[CH:14][N:13]=[C:12]([CH2:16][O:17][CH:18]3[CH2:23][CH2:22][CH2:21][CH2:20][O:19]3)[CH:11]=2)[CH:5]=1)([CH3:32])([CH3:31])[CH3:30]. Given the reactants CO[C:3](=[O:24])[C:4]1[CH:9]=[CH:8][CH:7]=[C:6]([C:10]2[CH:15]=[CH:14][N:13]=[C:12]([CH2:16][O:17][CH:18]3[CH2:23][CH2:22][CH2:21][CH2:20][O:19]3)[CH:11]=2)[CH:5]=1.[C:25]([O:28][C:29]([CH3:32])([CH3:31])[CH3:30])(=[O:27])[CH3:26], predict the reaction product.